This data is from Full USPTO retrosynthesis dataset with 1.9M reactions from patents (1976-2016). The task is: Predict the reactants needed to synthesize the given product. (1) Given the product [CH3:49][O:48][C:45](=[O:47])[CH2:31][C:26]1[CH:27]=[CH:28][C:29]([C:19]#[C:18][C:6]2[CH:5]=[C:4]([CH:1]3[CH2:3][CH2:2]3)[C:15]3[O:14][C:11]4([CH2:13][CH2:12]4)[CH2:10][C:9]([CH3:16])([CH3:17])[C:8]=3[CH:7]=2)=[CH:24][C:25]=1[F:32], predict the reactants needed to synthesize it. The reactants are: [CH:1]1([C:4]2[C:15]3[O:14][C:11]4([CH2:13][CH2:12]4)[CH2:10][C:9]([CH3:17])([CH3:16])[C:8]=3[CH:7]=[C:6]([C:18]#[CH:19])[CH:5]=2)[CH2:3][CH2:2]1.C(O[C:24]1[CH:29]=[CH:28][C:27](I)=[C:26]([CH3:31])[C:25]=1[F:32])(=O)C.C(N(CC)CC)C.O1CCCC1.[C:45]([O:48][CH2:49]C)(=[O:47])C. (2) Given the product [CH:29]1([C:26]2[CH:27]=[N:28][C:19]([NH:17][C:12]3[CH:13]=[CH:14][CH:15]=[C:16]4[C:11]=3[CH:10]=[CH:9][N:8]=[C:7]4[C:1]3[CH:2]=[CH:3][CH:4]=[CH:5][CH:6]=3)=[C:20]([CH:25]=2)[C:21]([O:23][CH3:24])=[O:22])[CH2:30][CH2:31]1, predict the reactants needed to synthesize it. The reactants are: [C:1]1([C:7]2[C:16]3[CH:15]=[CH:14][CH:13]=[C:12]([NH2:17])[C:11]=3[CH:10]=[CH:9][N:8]=2)[CH:6]=[CH:5][CH:4]=[CH:3][CH:2]=1.Cl[C:19]1[N:28]=[CH:27][C:26]([CH:29]2[CH2:31][CH2:30]2)=[CH:25][C:20]=1[C:21]([O:23][CH3:24])=[O:22].C(=O)([O-])[O-].[Cs+].[Cs+]. (3) Given the product [C:1](=[O:22])([O:20][CH3:21])[O:2][C:3]1[CH:8]=[C:7]([NH2:9])[C:6]([F:12])=[CH:5][C:4]=1[C:13]1([CH3:19])[CH2:18][CH2:17][CH2:16][CH2:15][CH2:14]1, predict the reactants needed to synthesize it. The reactants are: [C:1](=[O:22])([O:20][CH3:21])[O:2][C:3]1[CH:8]=[C:7]([N+:9]([O-])=O)[C:6]([F:12])=[CH:5][C:4]=1[C:13]1([CH3:19])[CH2:18][CH2:17][CH2:16][CH2:15][CH2:14]1.C([O-])=O.[NH4+].C(OCC)(=O)C. (4) Given the product [N:10]([C:13]1[CH:14]=[CH:15][C:16]([C:17]([NH:1][CH:2]2[CH2:9][CH2:8][CH2:7][CH:6]=[CH:5][CH2:4][CH2:3]2)=[O:18])=[CH:20][CH:21]=1)=[N+:11]=[N-:12], predict the reactants needed to synthesize it. The reactants are: [NH2:1][CH:2]1[CH2:9][CH2:8][CH2:7][CH:6]=[CH:5][CH2:4][CH2:3]1.[N:10]([C:13]1[CH:21]=[CH:20][C:16]([C:17](O)=[O:18])=[CH:15][CH:14]=1)=[N+:11]=[N-:12].S(Cl)(Cl)=O.C(N(CC)CC)C. (5) Given the product [F:9][C:3]1[C:4]([F:8])=[CH:5][CH:6]=[CH:7][C:2]=1[C:19]([OH:24])([CH2:20][CH2:21][CH:22]=[CH2:23])[CH2:18][CH2:17][CH:16]=[CH2:15], predict the reactants needed to synthesize it. The reactants are: Br[C:2]1[CH:7]=[CH:6][CH:5]=[C:4]([F:8])[C:3]=1[F:9].[Li]CCCC.[CH2:15]=[CH:16][CH2:17][CH2:18][C:19](=[O:24])[CH2:20][CH2:21][CH:22]=[CH2:23].